This data is from Full USPTO retrosynthesis dataset with 1.9M reactions from patents (1976-2016). The task is: Predict the reactants needed to synthesize the given product. The reactants are: [CH3:1][C:2]1([NH:15][C:16]([N:18]2[CH:25]3[CH2:26][CH:21]4[O:22][CH:23]([CH2:27][CH:19]2[CH2:20]4)[CH2:24]3)=[O:17])[CH2:7][CH2:6][N:5](C(OC(C)(C)C)=O)[CH2:4][CH2:3]1.[ClH:28]. Given the product [ClH:28].[CH3:1][C:2]1([NH:15][C:16]([N:18]2[CH:25]3[CH2:26][CH:21]4[O:22][CH:23]([CH2:27][CH:19]2[CH2:20]4)[CH2:24]3)=[O:17])[CH2:3][CH2:4][NH:5][CH2:6][CH2:7]1, predict the reactants needed to synthesize it.